This data is from Peptide-MHC class I binding affinity with 185,985 pairs from IEDB/IMGT. The task is: Regression. Given a peptide amino acid sequence and an MHC pseudo amino acid sequence, predict their binding affinity value. This is MHC class I binding data. The MHC is HLA-A02:01 with pseudo-sequence HLA-A02:01. The peptide sequence is LPHQPLATY. The binding affinity (normalized) is 0.0847.